This data is from Catalyst prediction with 721,799 reactions and 888 catalyst types from USPTO. The task is: Predict which catalyst facilitates the given reaction. (1) Reactant: [CH2:1]([O:8][C:9](=[O:43])[C@@H:10]([NH:35]C(OC(C)(C)C)=O)[CH2:11][C:12]1[CH:17]=[CH:16][C:15]([N:18]2[CH2:22][C:21](=[O:23])[N:20]([CH2:24][C:25]3[CH:30]=[CH:29][C:28]([O:31][CH3:32])=[CH:27][CH:26]=3)[S:19]2(=[O:34])=[O:33])=[CH:14][CH:13]=1)[C:2]1[CH:7]=[CH:6][CH:5]=[CH:4][CH:3]=1.C([SiH](C)C)(C)(C)C. Product: [CH2:1]([O:8][C:9](=[O:43])[C@@H:10]([NH2:35])[CH2:11][C:12]1[CH:13]=[CH:14][C:15]([N:18]2[CH2:22][C:21](=[O:23])[N:20]([CH2:24][C:25]3[CH:26]=[CH:27][C:28]([O:31][CH3:32])=[CH:29][CH:30]=3)[S:19]2(=[O:33])=[O:34])=[CH:16][CH:17]=1)[C:2]1[CH:3]=[CH:4][CH:5]=[CH:6][CH:7]=1. The catalyst class is: 2. (2) Reactant: C(N(CC)CC)C.[NH2:8][C:9]1[N:14]=[C:13](Cl)[CH:12]=[C:11]([CH3:16])[N:10]=1.[CH2:17]([NH2:24])[C:18]1[CH:23]=[CH:22][CH:21]=[CH:20][CH:19]=1. Product: [CH2:17]([NH:24][C:13]1[CH:12]=[C:11]([CH3:16])[N:10]=[C:9]([NH2:8])[N:14]=1)[C:18]1[CH:23]=[CH:22][CH:21]=[CH:20][CH:19]=1. The catalyst class is: 12. (3) Reactant: [CH3:1][S:2](Cl)(=[O:4])=[O:3].[Cl:6][C:7]1[CH:8]=[C:9]([CH2:22][OH:23])[C:10]2[O:14][C:13]([C:15]3[CH:16]=[N:17][CH:18]=[CH:19][CH:20]=3)=[CH:12][C:11]=2[CH:21]=1.C(N(CC)CC)C. Product: [CH3:1][S:2]([O:23][CH2:22][C:9]1[C:10]2[O:14][C:13]([C:15]3[CH:16]=[N:17][CH:18]=[CH:19][CH:20]=3)=[CH:12][C:11]=2[CH:21]=[C:7]([Cl:6])[CH:8]=1)(=[O:4])=[O:3]. The catalyst class is: 4. (4) Reactant: [NH2:1][CH2:2][C@@H:3]1[C@@H:11]([C@@:12]2([CH3:21])[CH2:17][CH2:16][C@H:15]([OH:18])[CH2:14][C@@H:13]2[CH2:19][OH:20])[CH2:10][CH2:9][C:8]2[C:7]([CH3:23])([CH3:22])[CH2:6][CH2:5][C:4]1=2.C([O:27][C:28](=O)[NH:29][C:30]1[CH:31]=[N:32][CH:33]=[CH:34][CH:35]=1)(C)=C.CN1CCCC1. Product: [OH:18][C@H:15]1[CH2:16][CH2:17][C@@:12]([C@H:11]2[CH2:10][CH2:9][C:8]3[C:7]([CH3:23])([CH3:22])[CH2:6][CH2:5][C:4]=3[C@@H:3]2[CH2:2][NH:1][C:28]([NH:29][C:30]2[CH:31]=[N:32][CH:33]=[CH:34][CH:35]=2)=[O:27])([CH3:21])[C@@H:13]([CH2:19][OH:20])[CH2:14]1. The catalyst class is: 1. (5) Reactant: [OH:1][CH:2]([C:6]1[CH:11]=[CH:10][C:9]([C:12]2[N:16]=[C:15]([C:17]3[O:21][N:20]=[C:19]([C:22]4[CH:27]=[CH:26][CH:25]=[CH:24][CH:23]=4)[C:18]=3[C:28]([F:31])([F:30])[F:29])[O:14][N:13]=2)=[CH:8][CH:7]=1)[C:3](O)=[O:4].[NH:32]1[C:40]2[C:35](=[CH:36][CH:37]=[CH:38][CH:39]=2)[CH:34]=[C:33]1[CH2:41][NH2:42].CN1CCOCC1.CN(C(ON1N=NC2C=CC=NC1=2)=[N+](C)C)C.F[P-](F)(F)(F)(F)F. Product: [NH:32]1[C:40]2[C:35](=[CH:36][CH:37]=[CH:38][CH:39]=2)[CH:34]=[C:33]1[CH2:41][NH:42][C:3](=[O:4])[CH:2]([OH:1])[C:6]1[CH:7]=[CH:8][C:9]([C:12]2[N:16]=[C:15]([C:17]3[O:21][N:20]=[C:19]([C:22]4[CH:27]=[CH:26][CH:25]=[CH:24][CH:23]=4)[C:18]=3[C:28]([F:30])([F:29])[F:31])[O:14][N:13]=2)=[CH:10][CH:11]=1. The catalyst class is: 3. (6) Reactant: [OH:1][C@@H:2]([C@H:4]1[C:39](=[O:40])[N:6]2[C:7]([C:26]([O:28]CC3C=CC([N+]([O-])=O)=CC=3)=[O:27])=[C:8]([C:11]3[S:15][C:14]4=[C:16]([S:19][C:20]5[CH:25]=[CH:24][CH:23]=[CH:22][N:21]=5)[N:17]=[CH:18][N:13]4[CH:12]=3)[C@H:9]([CH3:10])[C@H:5]12)[CH3:3].I[CH2:42][C:43]([NH2:45])=[O:44].C(OCC)(=O)C. Product: [C:43]([CH2:42][N:17]1[C:16]([S:19][C:20]2[CH:25]=[CH:24][CH:23]=[CH:22][N:21]=2)=[C:14]2[S:15][C:11]([C:8]3[C@H:9]([CH3:10])[C@@H:5]4[C@@H:4]([C@H:2]([OH:1])[CH3:3])[C:39](=[O:40])[N:6]4[C:7]=3[C:26]([O-:28])=[O:27])=[CH:12][N+:13]2=[CH:18]1)(=[O:44])[NH2:45]. The catalyst class is: 21.